This data is from Full USPTO retrosynthesis dataset with 1.9M reactions from patents (1976-2016). The task is: Predict the reactants needed to synthesize the given product. (1) The reactants are: CS([O:5][CH:6]1[CH2:10][CH2:9][N:8]([CH2:11][C:12]2[CH:17]=[CH:16][CH:15]=[CH:14][CH:13]=2)[CH2:7]1)(=O)=O.[Br:18][C:19]1[CH:24]=[CH:23][CH:22]=[CH:21][C:20]=1O. Given the product [CH2:11]([N:8]1[CH2:9][CH2:10][CH:6]([O:5][C:20]2[CH:21]=[CH:22][CH:23]=[CH:24][C:19]=2[Br:18])[CH2:7]1)[C:12]1[CH:17]=[CH:16][CH:15]=[CH:14][CH:13]=1, predict the reactants needed to synthesize it. (2) Given the product [Cl:1][C:2]1[CH:3]=[CH:4][C:5]([CH:8]2[C:15]3[CH:14]=[C:13]([C:16]([OH:18])=[O:17])[NH:12][C:11]=3[CH2:10][CH2:9]2)=[CH:6][CH:7]=1, predict the reactants needed to synthesize it. The reactants are: [Cl:1][C:2]1[CH:7]=[CH:6][C:5]([CH:8]2[C:15]3[CH:14]=[C:13]([C:16]([O:18]C)=[O:17])[NH:12][C:11]=3[CH2:10][CH2:9]2)=[CH:4][CH:3]=1.[OH-].[Na+].C1COCC1. (3) The reactants are: [NH2:1][C@@H:2]1[CH2:7][CH2:6][CH2:5][N:4](C(OC(C)(C)C)=O)[CH2:3]1.[Br:15][C:16]1[CH:24]=[C:23]2[C:19]([CH:20]=[C:21]([C:25](O)=[O:26])[NH:22]2)=[CH:18][CH:17]=1.N. Given the product [Br:15][C:16]1[CH:24]=[C:23]2[C:19]([CH:20]=[C:21]([C:25]([NH:1][C@@H:2]3[CH2:7][CH2:6][CH2:5][NH:4][CH2:3]3)=[O:26])[NH:22]2)=[CH:18][CH:17]=1, predict the reactants needed to synthesize it.